This data is from NCI-60 drug combinations with 297,098 pairs across 59 cell lines. The task is: Regression. Given two drug SMILES strings and cell line genomic features, predict the synergy score measuring deviation from expected non-interaction effect. Drug 1: CS(=O)(=O)C1=CC(=C(C=C1)C(=O)NC2=CC(=C(C=C2)Cl)C3=CC=CC=N3)Cl. Drug 2: CC12CCC3C(C1CCC2OP(=O)(O)O)CCC4=C3C=CC(=C4)OC(=O)N(CCCl)CCCl.[Na+]. Cell line: SF-295. Synergy scores: CSS=1.65, Synergy_ZIP=-2.22, Synergy_Bliss=-4.64, Synergy_Loewe=-3.81, Synergy_HSA=-3.88.